This data is from Catalyst prediction with 721,799 reactions and 888 catalyst types from USPTO. The task is: Predict which catalyst facilitates the given reaction. (1) Reactant: [CH:1]1[C:14]2[CH2:13][CH2:12][C:11]3[C:6](=[CH:7][CH:8]=[CH:9][CH:10]=3)[C:5]=2[CH:4]=[CH:3][CH:2]=1.[I:15](O)(=O)(=O)=O.II.S(=O)(=O)(O)O. Product: [I:15][C:9]1[CH:8]=[CH:7][C:6]2[C:5]3[C:14](=[CH:1][CH:2]=[CH:3][CH:4]=3)[CH2:13][CH2:12][C:11]=2[CH:10]=1. The catalyst class is: 86. (2) Product: [F:30][C:27]([F:28])([F:29])[C:25]1[CH:24]=[C:5]([CH:4]=[C:3]([C:2]([F:1])([F:31])[F:32])[CH:26]=1)[C:6]([N:8]1[CH2:13][CH2:12][N:11]([C:34]([O:37][C:3]([CH3:4])([CH3:26])[CH3:2])=[O:35])[CH2:10][C@H:9]1[CH2:14][C:15]1[C:23]2[C:18](=[CH:19][CH:20]=[CH:21][CH:22]=2)[NH:17][CH:16]=1)=[O:7]. The catalyst class is: 680. Reactant: [F:1][C:2]([F:32])([F:31])[C:3]1[CH:4]=[C:5]([CH:24]=[C:25]([C:27]([F:30])([F:29])[F:28])[CH:26]=1)[C:6]([N:8]1[CH2:13][CH2:12][NH:11][CH2:10][C@H:9]1[CH2:14][C:15]1[C:23]2[C:18](=[CH:19][CH:20]=[CH:21][CH:22]=2)[NH:17][CH:16]=1)=[O:7].O.[C:34]([O-:37])([O-])=[O:35].[K+].[K+]. (3) Reactant: [O:1]=[C:2]1[NH:7][C:6]2[CH:8]=[C:9]([C:12]#[N:13])[CH:10]=[CH:11][C:5]=2[O:4][CH2:3]1.[H-].[Na+].CS(O[CH2:21][CH2:22][C@H:23]1[CH2:28][CH2:27][C@H:26]([NH:29][C:30]([O:32][C:33]([CH3:36])([CH3:35])[CH3:34])=[O:31])[CH2:25][CH2:24]1)(=O)=O.C(OC(=O)NC1CCN(CCN2C3C(=CC=C(OC)C=3)C=CC2=O)CC1)(C)(C)C. Product: [C:33]([O:32][C:30](=[O:31])[NH:29][C@H:26]1[CH2:25][CH2:24][C@H:23]([CH2:22][CH2:21][N:7]2[C:6]3[CH:8]=[C:9]([C:12]#[N:13])[CH:10]=[CH:11][C:5]=3[O:4][CH2:3][C:2]2=[O:1])[CH2:28][CH2:27]1)([CH3:36])([CH3:35])[CH3:34]. The catalyst class is: 98. (4) Reactant: [CH2:1]([N:8]1[CH2:31][CH:30]([CH:32]([OH:35])CO)[O:29][C:10]2([CH2:15][CH2:14][N:13]([C:16]([C:18]3[CH:23]=[CH:22][C:21]([O:24][CH:25]([CH3:27])[CH3:26])=[C:20]([CH3:28])[CH:19]=3)=[O:17])[CH2:12][CH2:11]2)[CH2:9]1)[C:2]1[CH:7]=[CH:6][CH:5]=[CH:4][CH:3]=1.O. Product: [CH2:1]([N:8]1[CH2:31][CH:30]([CH:32]=[O:35])[O:29][C:10]2([CH2:15][CH2:14][N:13]([C:16](=[O:17])[C:18]3[CH:23]=[CH:22][C:21]([O:24][CH:25]([CH3:26])[CH3:27])=[C:20]([CH3:28])[CH:19]=3)[CH2:12][CH2:11]2)[CH2:9]1)[C:2]1[CH:7]=[CH:6][CH:5]=[CH:4][CH:3]=1. The catalyst class is: 1.